From a dataset of Reaction yield outcomes from USPTO patents with 853,638 reactions. Predict the reaction yield, written as a fraction of the theoretical maximum amount of product (1.0 means a 100% yield; for example, 0.34 means a 34% yield). (1) The reactants are [CH2:1]([N:5]1[CH:10]=[C:9]([CH3:11])[CH:8]=[C:7]([OH:12])[C:6]1=[S:13])[CH2:2][CH2:3][CH3:4].[H-].[Na+].[CH3:16][N:17]([CH:19]=[O:20])C. No catalyst specified. The product is [O:20]1[C:6]2[CH:7]=[CH:8][CH:9]=[CH:10][C:16]=2[N:17]=[C:19]1[O:12][C:7]1[C:6](=[S:13])[N:5]([CH2:1][CH2:2][CH2:3][CH3:4])[CH:10]=[C:9]([CH3:11])[CH:8]=1. The yield is 0.730. (2) The reactants are [Br:1][C:2]1[C:3]([O:13][CH2:14][CH2:15][CH2:16][CH:17]=O)=[N:4][C:5]2[NH:6][C:7](=[O:12])[CH2:8][CH2:9][C:10]=2[CH:11]=1.Cl.[C:20]1([N:30]2[CH2:35][CH2:34][NH:33][CH2:32][CH2:31]2)[C:29]2[C:24](=[CH:25][CH:26]=[CH:27][CH:28]=2)[CH:23]=[CH:22][CH:21]=1.CCN(CC)CC.[BH-](OC(C)=O)(OC(C)=O)OC(C)=O.[Na+]. The catalyst is ClCCCl. The product is [Br:1][C:2]1[CH:11]=[C:10]2[C:5](=[N:4][C:3]=1[O:13][CH2:14][CH2:15][CH2:16][CH2:17][N:33]1[CH2:32][CH2:31][N:30]([C:20]3[C:29]4[C:24](=[CH:25][CH:26]=[CH:27][CH:28]=4)[CH:23]=[CH:22][CH:21]=3)[CH2:35][CH2:34]1)[NH:6][C:7](=[O:12])[CH2:8][CH2:9]2. The yield is 0.760. (3) The reactants are CCCC[N+](CCCC)(CCCC)CCCC.[F-].[Si]([O:36][CH2:37][CH2:38][CH2:39][N:40]1[C:44]2=[N:45][CH:46]=[CH:47][CH:48]=[C:43]2[C:42]([C:49]2[C:50](=[O:68])[NH:51][C:52](=[O:67])[C:53]=2[C:54]2[C:59]3[O:60][C:61]4[CH:66]=[CH:65][CH:64]=[CH:63][C:62]=4[C:58]=3[CH:57]=[CH:56][CH:55]=2)=[CH:41]1)(C(C)(C)C)(C1C=CC=CC=1)C1C=CC=CC=1. The catalyst is C1COCC1. The product is [CH:57]1[C:58]2[C:62]3[CH:63]=[CH:64][CH:65]=[CH:66][C:61]=3[O:60][C:59]=2[C:54]([C:53]2[C:52](=[O:67])[NH:51][C:50](=[O:68])[C:49]=2[C:42]2[C:43]3[C:44](=[N:45][CH:46]=[CH:47][CH:48]=3)[N:40]([CH2:39][CH2:38][CH2:37][OH:36])[CH:41]=2)=[CH:55][CH:56]=1. The yield is 0.710. (4) The reactants are [CH2:1]([NH:8][CH2:9][C:10]1[C:11]([Cl:17])=[N:12][C:13]([Cl:16])=[CH:14][CH:15]=1)[C:2]1[CH:7]=[CH:6][CH:5]=[CH:4][CH:3]=1.C(=O)([O-])[O-].[K+].[K+].[I-].[Na+].Br[CH2:27][CH2:28][CH:29]=[CH2:30]. The catalyst is C(#N)C.O. The product is [CH2:1]([N:8]([CH2:9][C:10]1[C:11]([Cl:17])=[N:12][C:13]([Cl:16])=[CH:14][CH:15]=1)[CH2:30][CH2:29][CH:28]=[CH2:27])[C:2]1[CH:3]=[CH:4][CH:5]=[CH:6][CH:7]=1. The yield is 0.580.